From a dataset of Catalyst prediction with 721,799 reactions and 888 catalyst types from USPTO. Predict which catalyst facilitates the given reaction. (1) Reactant: [C:1]([O:6][CH2:7][CH3:8])(=[O:5])[C:2]([CH3:4])=[O:3].CO[CH:11](OC)[N:12]([CH3:14])[CH3:13]. Product: [CH3:11][N:12]([CH3:14])/[CH:13]=[CH:4]/[C:2](=[O:3])[C:1]([O:6][CH2:7][CH3:8])=[O:5]. The catalyst class is: 2. (2) Reactant: [CH3:1][N:2]1[CH:7]=[C:6]([C:8]2[CH:9]=[C:10]([CH:14]=[CH:15][C:16]=2[O:17][C:18]2[CH:23]=[CH:22][CH:21]=[CH:20][CH:19]=2)[C:11](Cl)=[O:12])[C:5]2[CH:24]=[CH:25][NH:26][C:4]=2[C:3]1=[O:27].[CH2:28]([NH2:30])[CH3:29]. Product: [CH2:28]([NH:30][C:11](=[O:12])[C:10]1[CH:14]=[CH:15][C:16]([O:17][C:18]2[CH:23]=[CH:22][CH:21]=[CH:20][CH:19]=2)=[C:8]([C:6]2[C:5]3[CH:24]=[CH:25][NH:26][C:4]=3[C:3](=[O:27])[N:2]([CH3:1])[CH:7]=2)[CH:9]=1)[CH3:29]. The catalyst class is: 7. (3) Reactant: [CH2:1]([C:3]1[C:8]([C:9]([OH:11])=O)=[CH:7][N:6]=[C:5]([S:12][CH3:13])[N:4]=1)[CH3:2].CN(C)C=O.C(Cl)(=O)C(Cl)=O.[CH3:25][N:26]1[C:30]([CH3:31])=[C:29]([NH2:32])[C:28]([CH3:33])=[N:27]1. Product: [CH2:1]([C:3]1[C:8]([C:9]([NH:32][C:29]2[C:28]([CH3:33])=[N:27][N:26]([CH3:25])[C:30]=2[CH3:31])=[O:11])=[CH:7][N:6]=[C:5]([S:12][CH3:13])[N:4]=1)[CH3:2]. The catalyst class is: 4.